Task: Regression. Given two drug SMILES strings and cell line genomic features, predict the synergy score measuring deviation from expected non-interaction effect.. Dataset: NCI-60 drug combinations with 297,098 pairs across 59 cell lines Drug 1: C1CC(=O)NC(=O)C1N2CC3=C(C2=O)C=CC=C3N. Drug 2: C1=CC(=CC=C1CCCC(=O)O)N(CCCl)CCCl. Cell line: OVCAR-8. Synergy scores: CSS=18.5, Synergy_ZIP=-3.96, Synergy_Bliss=-0.299, Synergy_Loewe=-7.60, Synergy_HSA=1.03.